Dataset: Catalyst prediction with 721,799 reactions and 888 catalyst types from USPTO. Task: Predict which catalyst facilitates the given reaction. (1) Reactant: [NH2:1][C:2]1[CH:7]=[CH:6][CH:5]=[C:4]([NH2:8])[N:3]=1.F[C:10]1[CH:15]=[CH:14][C:13]([N+:16]([O-:18])=[O:17])=[CH:12][CH:11]=1.[H-].[Na+].[NH4+].[Cl-]. Product: [N+:16]([C:13]1[CH:14]=[CH:15][C:10]([NH:1][C:2]2[CH:7]=[CH:6][CH:5]=[C:4]([NH2:8])[N:3]=2)=[CH:11][CH:12]=1)([O-:18])=[O:17]. The catalyst class is: 3. (2) Reactant: [CH2:1]([N:5]([CH2:19][CH:20]([CH3:22])[CH3:21])[C:6]1[CH:11]=[CH:10][C:9]([CH:12]=[C:13]([CH3:15])[CH3:14])=[CH:8][C:7]=1[N+:16]([O-:18])=[O:17])[CH:2]([CH3:4])[CH3:3].C([O-])(=O)C.[N+](=[CH:29][C:30]([O:32][CH2:33][CH3:34])=[O:31])=[N-]. Product: [CH2:1]([N:5]([CH2:19][CH:20]([CH3:22])[CH3:21])[C:6]1[CH:11]=[CH:10][C:9]([C@H:12]2[C@H:29]([C:30]([O:32][CH2:33][CH3:34])=[O:31])[C:13]2([CH3:14])[CH3:15])=[CH:8][C:7]=1[N+:16]([O-:18])=[O:17])[CH:2]([CH3:4])[CH3:3]. The catalyst class is: 2. (3) Reactant: [NH3:1].Cl[C:3]1[C:4]2[C:11]([I:12])=[CH:10][N:9]([CH2:13][CH2:14][C@@H:15]([NH:18][C:19](=[O:25])[O:20][C:21]([CH3:24])([CH3:23])[CH3:22])[CH:16]=[CH2:17])[C:5]=2[N:6]=[CH:7][N:8]=1.O. Product: [NH2:1][C:3]1[C:4]2[C:11]([I:12])=[CH:10][N:9]([CH2:13][CH2:14][C@@H:15]([NH:18][C:19](=[O:25])[O:20][C:21]([CH3:24])([CH3:23])[CH3:22])[CH:16]=[CH2:17])[C:5]=2[N:6]=[CH:7][N:8]=1. The catalyst class is: 57. (4) Reactant: CS(O[CH2:6][CH2:7][N:8]([C:14]1[CH:19]=[CH:18][C:17]([C:20]#[N:21])=[C:16]([C:22]([F:25])([F:24])[F:23])[CH:15]=1)[CH2:9][C:10]([F:13])([F:12])[F:11])(=O)=O.[Na].[NH:27]1[CH:31]=[N:30][CH:29]=[N:28]1. Product: [N:27]1([CH2:6][CH2:7][N:8]([CH2:9][C:10]([F:13])([F:12])[F:11])[C:14]2[CH:19]=[CH:18][C:17]([C:20]#[N:21])=[C:16]([C:22]([F:25])([F:24])[F:23])[CH:15]=2)[CH:31]=[N:30][CH:29]=[N:28]1. The catalyst class is: 3. (5) Reactant: [Br:1][C:2]1[CH:7]=[C:6]([CH3:8])[C:5]([N:9]2[C:13]3[N:14]=[C:15]([CH3:19])[N:16]=[C:17](Cl)[C:12]=3[C:11]([CH3:20])=[CH:10]2)=[C:4]([CH3:21])[CH:3]=1.[OH:22][CH2:23][CH2:24][CH:25]1[CH2:30][CH2:29][NH:28][CH2:27][CH2:26]1.C(N(CC)C(C)C)(C)C.C(=O)([O-])O.[Na+]. Product: [Br:1][C:2]1[CH:7]=[C:6]([CH3:8])[C:5]([N:9]2[C:13]3[N:14]=[C:15]([CH3:19])[N:16]=[C:17]([N:28]4[CH2:29][CH2:30][CH:25]([CH2:24][CH2:23][OH:22])[CH2:26][CH2:27]4)[C:12]=3[C:11]([CH3:20])=[CH:10]2)=[C:4]([CH3:21])[CH:3]=1. The catalyst class is: 8. (6) Reactant: [CH2:1]([C:3]([C:11]1[CH:16]=[CH:15][CH:14]=[C:13]([N+:17]([O-:19])=[O:18])[CH:12]=1)([CH:9]=[CH2:10])[CH2:4][C:5]([O:7]C)=[O:6])[CH3:2].[OH-].[Na+]. Product: [CH2:9]([C:3]([C:11]1[CH:16]=[CH:15][CH:14]=[C:13]([N+:17]([O-:19])=[O:18])[CH:12]=1)([CH:1]=[CH2:2])[CH2:4][C:5]([OH:7])=[O:6])[CH3:10]. The catalyst class is: 32. (7) The catalyst class is: 1. Reactant: [CH:1]1([N:4]([CH2:17][C:18](O)=[O:19])[S:5]([C:8]2[C:13]([Cl:14])=[CH:12][C:11]([Cl:15])=[CH:10][C:9]=2[Cl:16])(=[O:7])=[O:6])[CH2:3][CH2:2]1.CO. Product: [Cl:14][C:13]1[CH:12]=[C:11]([Cl:15])[CH:10]=[C:9]([Cl:16])[C:8]=1[S:5]([N:4]([CH:1]1[CH2:3][CH2:2]1)[CH2:17][CH2:18][OH:19])(=[O:7])=[O:6].